This data is from Peptide-MHC class I binding affinity with 185,985 pairs from IEDB/IMGT. The task is: Regression. Given a peptide amino acid sequence and an MHC pseudo amino acid sequence, predict their binding affinity value. This is MHC class I binding data. (1) The peptide sequence is NMVADLWHA. The MHC is HLA-B15:01 with pseudo-sequence HLA-B15:01. The binding affinity (normalized) is 0.0847. (2) The peptide sequence is LSSLVSKHW. The MHC is HLA-B15:17 with pseudo-sequence HLA-B15:17. The binding affinity (normalized) is 1.00. (3) The peptide sequence is LEYSNQNE. The MHC is H-2-Kb with pseudo-sequence H-2-Kb. The binding affinity (normalized) is 0.191. (4) The binding affinity (normalized) is 0.0847. The peptide sequence is NRLKPRDFK. The MHC is HLA-B15:17 with pseudo-sequence HLA-B15:17. (5) The peptide sequence is MLFYLEEPI. The binding affinity (normalized) is 0.915. The MHC is HLA-A32:01 with pseudo-sequence HLA-A32:01. (6) The binding affinity (normalized) is 0. The peptide sequence is KAGQYVTIW. The MHC is HLA-B38:01 with pseudo-sequence HLA-B38:01. (7) The peptide sequence is GMSLLEYGV. The MHC is HLA-A69:01 with pseudo-sequence HLA-A69:01. The binding affinity (normalized) is 0.0847.